The task is: Predict the reaction yield, written as a fraction of the theoretical maximum amount of product (1.0 means a 100% yield; for example, 0.34 means a 34% yield).. This data is from Reaction yield outcomes from USPTO patents with 853,638 reactions. (1) The reactants are [OH:1][C:2]1[CH:9]=[CH:8][CH:7]=[CH:6][C:3]=1[CH2:4]O.[CH2:10]([O:12][P:13]([O:17]CC)[O:14][CH2:15][CH3:16])[CH3:11]. The catalyst is CC1C=CC=CC=1C. The product is [OH:1][C:2]1[CH:9]=[CH:8][CH:7]=[CH:6][C:3]=1[CH2:4][P:13](=[O:17])([O:14][CH2:15][CH3:16])[O:12][CH2:10][CH3:11]. The yield is 0.900. (2) The reactants are C([O:4][CH2:5][C:6]1[CH:11]=[CH:10][C:9]([CH2:12][N:13]2[C:21](Br)=[N:20][C:19]3[C:14]2=[N:15][C:16]([CH2:24][CH2:25][CH2:26][CH3:27])=[N:17][C:18]=3[NH2:23])=[CH:8][CH:7]=1)(=O)C.[OH-:28].[Na+].Cl.[CH3:31]O. The yield is 1.00. No catalyst specified. The product is [NH2:23][C:18]1[N:17]=[C:16]([CH2:24][CH2:25][CH2:26][CH3:27])[N:15]=[C:14]2[C:19]=1[N:20]=[C:21]([O:28][CH3:31])[N:13]2[CH2:12][C:9]1[CH:10]=[CH:11][C:6]([CH2:5][OH:4])=[CH:7][CH:8]=1. (3) The reactants are [CH3:1][C:2]1[C:6]([CH3:7])=[C:5]([NH:8][C:9](=[O:16])OCC(Cl)(Cl)Cl)[O:4][N:3]=1.[S:17]1[CH:21]=[CH:20][C:19]([C:22]2[CH:23]=[C:24]([N:28]3[CH2:33][CH2:32][NH:31][CH2:30][CH2:29]3)[CH:25]=[CH:26][CH:27]=2)=[CH:18]1.C(N(C(C)C)CC)(C)C.O. The catalyst is CS(C)=O. The product is [CH3:1][C:2]1[C:6]([CH3:7])=[C:5]([NH:8][C:9]([N:31]2[CH2:32][CH2:33][N:28]([C:24]3[CH:25]=[CH:26][CH:27]=[C:22]([C:19]4[CH:20]=[CH:21][S:17][CH:18]=4)[CH:23]=3)[CH2:29][CH2:30]2)=[O:16])[O:4][N:3]=1. The yield is 0.196. (4) The reactants are C(OC(=O)[NH:7][C@@H:8]1[C:14](=[O:15])[N:13]([CH3:16])[C:12]2[CH:17]=[C:18]([F:21])[CH:19]=[CH:20][C:11]=2[O:10][CH2:9]1)(C)(C)C.FC(F)(F)C(O)=O. The catalyst is ClCCl. The product is [NH2:7][C@@H:8]1[C:14](=[O:15])[N:13]([CH3:16])[C:12]2[CH:17]=[C:18]([F:21])[CH:19]=[CH:20][C:11]=2[O:10][CH2:9]1. The yield is 0.900. (5) The reactants are [CH:1]1([CH2:7][CH2:8][C:9]([OH:11])=O)[CH2:6][CH2:5][CH2:4][CH2:3][CH2:2]1.Cl.CN(C)CCCN=C=NCC.FC(F)(F)C([NH:28][C@H:29]([C:32]1[CH:37]=[CH:36][C:35]([C:38](=[N:40]O)[NH2:39])=[CH:34][CH:33]=1)[CH2:30][CH3:31])=O.O.[OH-].[Li+]. The catalyst is ClCCl.N1C=CC=CC=1.Cl.[Cl-].[Na+].O.O. The product is [CH:1]1([CH2:7][CH2:8][C:9]2[O:11][N:40]=[C:38]([C:35]3[CH:36]=[CH:37][C:32]([C@@H:29]([NH2:28])[CH2:30][CH3:31])=[CH:33][CH:34]=3)[N:39]=2)[CH2:2][CH2:3][CH2:4][CH2:5][CH2:6]1. The yield is 0.740. (6) The yield is 0.180. The catalyst is CCCCCC. The product is [CH3:7][C:6]1[CH:5]=[C:4]([C:13]([C:15]2[CH:16]=[N:17][CH:18]=[CH:19][CH:20]=2)=[O:24])[O:3][C:2]=1[CH3:1]. The reactants are [CH3:1][C:2]1[O:3][CH:4]=[CH:5][C:6]=1[CH3:7].C([Li])CCC.[C:13]([C:15]1[CH:16]=[N:17][CH:18]=[CH:19][CH:20]=1)#N.Cl.C([O:24]CC)C. (7) The reactants are [NH2:1][CH2:2][CH2:3][N:4]([CH3:15])[CH2:5][CH2:6][NH:7][C:8](=[O:14])[O:9][C:10]([CH3:13])([CH3:12])[CH3:11].[C:16](O)(=[O:24])[C:17]1[C:18](=[CH:20][CH:21]=[CH:22][CH:23]=1)[OH:19].CCN=C=NCCCN(C)C. The catalyst is CC#N.CCOC(C)=O. The product is [OH:19][C:18]1[CH:20]=[CH:21][CH:22]=[CH:23][C:17]=1[C:16]([NH:1][CH2:2][CH2:3][N:4]([CH3:15])[CH2:5][CH2:6][NH:7][C:8](=[O:14])[O:9][C:10]([CH3:11])([CH3:12])[CH3:13])=[O:24]. The yield is 0.490. (8) The reactants are [CH3:1][O:2][C:3]1[CH:8]=[CH:7][C:6]([S:9](Cl)(=[O:11])=[O:10])=[CH:5][CH:4]=1.[Cl:13][C:14]1[CH:26]=[N:25][C:17]2[NH:18][C:19]3[CH2:24][CH2:23][NH:22][CH2:21][C:20]=3[C:16]=2[CH:15]=1.O. The catalyst is N1C=CC=CC=1. The product is [Cl:13][C:14]1[CH:26]=[N:25][C:17]2[NH:18][C:19]3[CH2:24][CH2:23][N:22]([S:9]([C:6]4[CH:7]=[CH:8][C:3]([O:2][CH3:1])=[CH:4][CH:5]=4)(=[O:11])=[O:10])[CH2:21][C:20]=3[C:16]=2[CH:15]=1. The yield is 0.670. (9) The catalyst is CN(C)C=O. The yield is 0.640. The product is [CH3:32][O:31][C:6]1[CH:7]=[C:8]2[C:13](=[CH:14][C:5]=1[O:4][CH2:3][CH2:2][NH:39][CH2:40][CH2:41][OH:42])[N:12]=[CH:11][CH:10]=[C:9]2[O:15][C:16]1[C:17]([C:24]2[CH:29]=[CH:28][CH:27]=[C:26]([CH3:30])[N:25]=2)=[N:18][C:19]([CH3:23])=[C:20]([CH3:22])[CH:21]=1. The reactants are Cl[CH2:2][CH2:3][O:4][C:5]1[CH:14]=[C:13]2[C:8]([C:9]([O:15][C:16]3[C:17]([C:24]4[CH:29]=[CH:28][CH:27]=[C:26]([CH3:30])[N:25]=4)=[N:18][C:19]([CH3:23])=[C:20]([CH3:22])[CH:21]=3)=[CH:10][CH:11]=[N:12]2)=[CH:7][C:6]=1[O:31][CH3:32].C(=O)([O-])[O-].[K+].[K+].[NH2:39][CH2:40][CH2:41][OH:42].